From a dataset of Full USPTO retrosynthesis dataset with 1.9M reactions from patents (1976-2016). Predict the reactants needed to synthesize the given product. (1) Given the product [CH3:1][C:2]1[O:6][C:5]([C:7]2[CH:12]=[CH:11][CH:10]=[CH:9][CH:8]=2)=[N:4][C:3]=1[CH2:14][CH2:15][O:16][C:17]1[CH:22]=[CH:21][C:20]([CH2:23][C@H:24]([NH:30][CH2:31][C:41]2[C:40]([F:39])=[CH:47][CH:46]=[CH:45][C:44]=2[F:48])[C:25]([O:27][CH3:28])=[O:26])=[CH:19][CH:18]=1, predict the reactants needed to synthesize it. The reactants are: [CH3:1][C:2]1[O:6][C:5]([C:7]2[CH:12]=[CH:11][C:10](C)=[CH:9][CH:8]=2)=[N:4][C:3]=1[CH2:14][CH2:15][O:16][C:17]1[CH:22]=[CH:21][C:20]([CH2:23][C@H:24]([NH:30][CH2:31]C2C=CC(F)=CC=2)[C:25]([O:27][CH2:28]C)=[O:26])=[CH:19][CH:18]=1.[F:39][C:40]1[CH:47]=[CH:46][CH:45]=[C:44]([F:48])[C:41]=1C=O. (2) Given the product [CH3:11][O:10][C:7]1[N:8]=[CH:9][C:4]([NH:1][C:2]([N:20]2[CH2:21][CH2:22][CH:17]([O:16][C:15]3[CH:23]=[CH:24][CH:25]=[CH:26][C:14]=3[CH3:13])[CH2:18][CH2:19]2)=[S:3])=[CH:5][CH:6]=1, predict the reactants needed to synthesize it. The reactants are: [N:1]([C:4]1[CH:5]=[CH:6][C:7]([O:10][CH3:11])=[N:8][CH:9]=1)=[C:2]=[S:3].Cl.[CH3:13][C:14]1[CH:26]=[CH:25][CH:24]=[CH:23][C:15]=1[O:16][CH:17]1[CH2:22][CH2:21][NH:20][CH2:19][CH2:18]1.C(N(CC)C(C)C)(C)C. (3) Given the product [C:2]1([NH:1][C:58]([C:54]2[CH:53]=[CH:52][CH:51]=[C:50]3[C:55]=2[CH2:56][CH2:57][N:48]([C:46]([O:45][C:41]([CH3:44])([CH3:43])[CH3:42])=[O:47])[CH2:49]3)=[O:59])[CH:7]=[CH:6][CH:5]=[CH:4][CH:3]=1, predict the reactants needed to synthesize it. The reactants are: [NH2:1][C:2]1[CH:7]=[CH:6][CH:5]=[CH:4][CH:3]=1.F[P-](F)(F)(F)(F)F.C[N+](C)=C(N(C)C)ON1C2N=CC=CC=2N=N1.C(N(C(C)C)C(C)C)C.[C:41]([O:45][C:46]([N:48]1[CH2:57][CH2:56][C:55]2[C:54]([C:58](O)=[O:59])=[CH:53][CH:52]=[CH:51][C:50]=2[CH2:49]1)=[O:47])([CH3:44])([CH3:43])[CH3:42]. (4) Given the product [Cl:26][C:20]1[CH:21]=[C:22]([Cl:25])[CH:23]=[CH:24][C:19]=1[O:18][C:13]1[CH:14]=[CH:15][CH:16]=[CH:17][C:12]=1[NH:11][S:8]([C:5]1[CH:4]=[CH:3][C:2]([NH:1][C:33]([C:31]2[CH:32]=[N:27][CH:28]=[N:29][CH:30]=2)=[O:34])=[CH:7][CH:6]=1)(=[O:9])=[O:10], predict the reactants needed to synthesize it. The reactants are: [NH2:1][C:2]1[CH:7]=[CH:6][C:5]([S:8]([NH:11][C:12]2[CH:17]=[CH:16][CH:15]=[CH:14][C:13]=2[O:18][C:19]2[CH:24]=[CH:23][C:22]([Cl:25])=[CH:21][C:20]=2[Cl:26])(=[O:10])=[O:9])=[CH:4][CH:3]=1.[N:27]1[CH:32]=[C:31]([C:33](O)=[O:34])[CH:30]=[N:29][CH:28]=1.C(Cl)CCl.C(N(CC)CC)C.FC(F)(F)C(O)=O. (5) The reactants are: S(O)(O)(=O)=O.[NH2:6]O.[CH3:8][O:9][CH2:10][C:11]([CH3:18])([CH3:17])[C:12](=[O:16])[CH2:13][C:14]#[N:15].[OH-].[Na+].Cl. Given the product [CH3:8][O:9][CH2:10][C:11]([C:12]1[O:16][N:15]=[C:14]([NH2:6])[CH:13]=1)([CH3:18])[CH3:17], predict the reactants needed to synthesize it. (6) Given the product [CH2:9]([O:16][C:17](=[O:31])[NH:18][CH2:19][C@@H:20]1[CH2:2][C@H:21]1[B:22]1[O:26][C:25]([CH3:27])([CH3:28])[C:24]([CH3:30])([CH3:29])[O:23]1)[C:10]1[CH:11]=[CH:12][CH:13]=[CH:14][CH:15]=1, predict the reactants needed to synthesize it. The reactants are: [Zn](CC)[CH2:2]C.C(I)I.[CH2:9]([O:16][C:17](=[O:31])[NH:18][CH2:19][CH:20]=[CH:21][B:22]1[O:26][C:25]([CH3:28])([CH3:27])[C:24]([CH3:30])([CH3:29])[O:23]1)[C:10]1[CH:15]=[CH:14][CH:13]=[CH:12][CH:11]=1. (7) Given the product [OH:9][C:6]1[CH:5]=[CH:4][C:3]([NH:2][C:22]([C:21]2[C:13](=[O:12])[N:14]([C:25]3[CH:30]=[CH:29][CH:28]=[CH:27][CH:26]=3)[N:15]3[CH2:20][CH2:19][CH2:18][CH2:17][C:16]=23)=[O:23])=[N:8][CH:7]=1, predict the reactants needed to synthesize it. The reactants are: Cl.[NH2:2][C:3]1[N:8]=[CH:7][C:6]([OH:9])=[CH:5][CH:4]=1.[OH-].[K+].[O:12]=[C:13]1[C:21]([C:22](O)=[O:23])=[C:16]2[CH2:17][CH2:18][CH2:19][CH2:20][N:15]2[N:14]1[C:25]1[CH:30]=[CH:29][CH:28]=[CH:27][CH:26]=1.C1C=NC2N(O)N=NC=2C=1.CCN=C=NCCCN(C)C.